From a dataset of Forward reaction prediction with 1.9M reactions from USPTO patents (1976-2016). Predict the product of the given reaction. (1) Given the reactants [C:1]([C:3]1[CH:8]=[CH:7][C:6]([C:9]2([F:33])[CH2:14][CH2:13][N:12]([C:15]([C:17]3[C:18]([CH2:31][CH3:32])=[CH:19][C:20]([CH:27]4[CH2:30][CH2:29][CH2:28]4)=[C:21]([CH:26]=3)[C:22](OC)=[O:23])=[O:16])[CH2:11][CH2:10]2)=[CH:5][CH:4]=1)#[N:2].O.[NH2:35][NH2:36], predict the reaction product. The product is: [C:1]([C:3]1[CH:8]=[CH:7][C:6]([C:9]2([F:33])[CH2:14][CH2:13][N:12]([C:15]([C:17]3[C:18]([CH2:31][CH3:32])=[CH:19][C:20]([CH:27]4[CH2:30][CH2:29][CH2:28]4)=[C:21]([CH:26]=3)[C:22]([NH:35][NH2:36])=[O:23])=[O:16])[CH2:11][CH2:10]2)=[CH:5][CH:4]=1)#[N:2]. (2) Given the reactants [CH3:1][N:2](C(OCC1C=CC=CC=1)=O)[C:3]1([C:6]([O:8][CH3:9])=[O:7])[CH2:5][CH2:4]1, predict the reaction product. The product is: [CH3:1][NH:2][C:3]1([C:6]([O:8][CH3:9])=[O:7])[CH2:5][CH2:4]1. (3) Given the reactants [CH:1]([Mg]Cl)([CH3:3])C.[Cl:6][C:7]1[C:26](I)=[CH:25][C:10]([C:11]([NH:13][C:14]2[CH:19]=[CH:18][C:17]([O:20][C:21]([F:24])([F:23])[F:22])=[CH:16][CH:15]=2)=[O:12])=[CH:9][N:8]=1.C[N:29]([CH:31]=O)C.[NH4+:33].[Cl-].C(C=O)=O.O.N, predict the reaction product. The product is: [Cl:6][C:7]1[C:26]([C:31]2[NH:29][CH:1]=[CH:3][N:33]=2)=[CH:25][C:10]([C:11]([NH:13][C:14]2[CH:19]=[CH:18][C:17]([O:20][C:21]([F:24])([F:23])[F:22])=[CH:16][CH:15]=2)=[O:12])=[CH:9][N:8]=1.